This data is from Full USPTO retrosynthesis dataset with 1.9M reactions from patents (1976-2016). The task is: Predict the reactants needed to synthesize the given product. (1) Given the product [CH:1]1[C:10]2[C:5](=[CH:6][CH:7]=[CH:8][CH:9]=2)[C:4]([NH:11][C:19](=[O:20])[O:21][C:22]2[CH:27]=[CH:26][CH:25]=[CH:24][CH:23]=2)=[CH:3][N:2]=1, predict the reactants needed to synthesize it. The reactants are: [CH:1]1[C:10]2[C:5](=[CH:6][CH:7]=[CH:8][CH:9]=2)[C:4]([NH2:11])=[CH:3][N:2]=1.N1C=CC=CC=1.Cl[C:19]([O:21][C:22]1[CH:27]=[CH:26][CH:25]=[CH:24][CH:23]=1)=[O:20]. (2) Given the product [CH3:35][O:34][C:27]1[CH:26]=[C:5]([CH:4]=[C:3]([O:2][CH3:1])[C:28]=1[OH:29])[C:6]([N:8]1[CH2:12][CH2:11][C:10]([CH2:13][CH2:14][N:54]2[CH2:55][CH2:56][CH2:57][N:51]([C:43]3[N:42]([CH2:41][CH2:40][O:39][CH2:37][CH3:38])[C:46]4[CH:47]=[CH:48][CH:49]=[CH:50][C:45]=4[N:44]=3)[CH2:52][CH2:53]2)([C:20]2[CH:25]=[CH:24][CH:23]=[CH:22][CH:21]=2)[CH2:9]1)=[O:7], predict the reactants needed to synthesize it. The reactants are: [CH3:1][O:2][C:3]1[CH:4]=[C:5]([CH:26]=[C:27]([O:34][CH3:35])[C:28]=1[O:29]S(C)(=O)=O)[C:6]([N:8]1[CH2:12][CH2:11][C:10]([C:20]2[CH:25]=[CH:24][CH:23]=[CH:22][CH:21]=2)([CH2:13][CH2:14]OS(C)(=O)=O)[CH2:9]1)=[O:7].I.[CH2:37]([O:39][CH2:40][CH2:41][N:42]1[C:46]2[CH:47]=[CH:48][CH:49]=[CH:50][C:45]=2[N:44]=[C:43]1[N:51]1[CH2:57][CH2:56][CH2:55][NH:54][CH2:53][CH2:52]1)[CH3:38].C(N(CC)C(C)C)(C)C.ClCCl.CO.